This data is from Full USPTO retrosynthesis dataset with 1.9M reactions from patents (1976-2016). The task is: Predict the reactants needed to synthesize the given product. (1) Given the product [OH:18][C:15]1[CH:14]=[CH:13][C:12]([N:9]2[C:10]([CH3:11])=[C:6]([CH:2]=[O:1])[CH:7]=[N:8]2)=[CH:17][CH:16]=1, predict the reactants needed to synthesize it. The reactants are: [O:1]1CCO[CH:2]1[C:6]1[CH:7]=[N:8][N:9]([C:12]2[CH:17]=[CH:16][C:15]([O:18]C)=[CH:14][CH:13]=2)[C:10]=1[CH3:11].B(Br)(Br)Br. (2) Given the product [Cl:17][C:11]1[CH:12]=[CH:13][CH:14]=[C:15]([CH3:16])[C:10]=1[NH:9][C:7](=[O:8])/[CH:4]=[CH:5]/[O:20][CH2:18][CH3:19], predict the reactants needed to synthesize it. The reactants are: NC1S[C:4]([C:7]([NH:9][C:10]2[C:15]([CH3:16])=[CH:14][CH:13]=[CH:12][C:11]=2[Cl:17])=[O:8])=[CH:5]N=1.[CH2:18]([O:20]C=CC(Cl)=O)[CH3:19].ClC1C=CC=C(C)C=1N.Cl. (3) Given the product [CH:4]1([C@@H:6]2[NH:10][C:11](=[O:13])[C@H:31]([CH2:33][CH:34]([CH3:36])[CH3:35])[NH:32][CH2:7]2)[CH2:3][CH2:2][CH2:1][CH2:5]1, predict the reactants needed to synthesize it. The reactants are: [CH2:1]1[CH2:5][CH:4]([C@H:6]([NH:10][C:11]([O:13]CC2C3C(=CC=CC=3)C3C2=CC=CC=3)=O)[C:7](O)=O)[CH2:3][CH2:2]1.COC(=O)[C@H:31]([CH2:33][CH:34]([CH3:36])[CH3:35])[NH2:32]. (4) Given the product [C:1]([CH2:3][CH2:4][CH2:5][CH2:6][CH2:7][C:8]1[CH:9]=[C:10]2[C:15](=[CH:16][CH:17]=1)[N:14]=[C:13]([CH2:18][CH:19]([CH3:21])[CH3:20])[C:12]([CH2:22][NH:23][C:24](=[O:30])[O:25][C:26]([CH3:27])([CH3:28])[CH3:29])=[C:11]2[C:31]1[CH:36]=[CH:35][C:34]([CH3:37])=[CH:33][CH:32]=1)#[N:2], predict the reactants needed to synthesize it. The reactants are: [C:1]([CH2:3][CH2:4][CH2:5][C:6]#[C:7][C:8]1[CH:9]=[C:10]2[C:15](=[CH:16][CH:17]=1)[N:14]=[C:13]([CH2:18][CH:19]([CH3:21])[CH3:20])[C:12]([CH2:22][NH:23][C:24](=[O:30])[O:25][C:26]([CH3:29])([CH3:28])[CH3:27])=[C:11]2[C:31]1[CH:36]=[CH:35][C:34]([CH3:37])=[CH:33][CH:32]=1)#[N:2].C(O)C.